This data is from Catalyst prediction with 721,799 reactions and 888 catalyst types from USPTO. The task is: Predict which catalyst facilitates the given reaction. (1) Reactant: B.[Na].C([O:5][CH2:6][C:7]1[O:8][C:9]([CH:12]=[O:13])=[CH:10][CH:11]=1)=O.Cl.C(=O)([O-])O.[Na+]. Product: [OH:5][CH2:6][C:7]1[O:8][C:9]([CH2:12][OH:13])=[CH:10][CH:11]=1. The catalyst class is: 8. (2) Reactant: [CH3:1][O:2][C:3]1[CH:8]=[CH:7][C:6](B(O)O)=[CH:5][CH:4]=1.[Cl:12][C:13]1[N:18]=[C:17](Cl)[CH:16]=[CH:15][N:14]=1.C([O-])([O-])=O.[Na+].[Na+]. Product: [Cl:12][C:13]1[N:18]=[C:17]([C:6]2[CH:7]=[CH:8][C:3]([O:2][CH3:1])=[CH:4][CH:5]=2)[CH:16]=[CH:15][N:14]=1. The catalyst class is: 790. (3) Reactant: [C:1]([N:4]([CH2:12][CH2:13][C:14]1[CH:19]=[CH:18][CH:17]=[CH:16][CH:15]=1)[NH:5][C:6](=[O:11])[C:7](OC)=[O:8])(=[S:3])[NH2:2].C1CCN2C(=NCCC2)CC1. Product: [OH:11][C:6]1[C:7](=[O:8])[NH:2][C:1](=[S:3])[N:4]([CH2:12][CH2:13][C:14]2[CH:19]=[CH:18][CH:17]=[CH:16][CH:15]=2)[N:5]=1. The catalyst class is: 1. (4) Reactant: [F:1][C:2]1[CH:3]=[C:4]([NH:17][CH2:18][CH2:19][N:20]([CH3:22])[CH3:21])[CH:5]=[C:6](B2OC(C)(C)C(C)(C)O2)[CH:7]=1.C([O-])([O-])=O.[K+].[K+].Br[C:30]1[CH:35]=[CH:34][N:33]=[C:32]([NH2:36])[C:31]=1[N+:37]([O-:39])=[O:38]. Product: [NH2:36][C:32]1[C:31]([N+:37]([O-:39])=[O:38])=[C:30]([C:6]2[CH:5]=[C:4]([NH:17][CH2:18][CH2:19][N:20]([CH3:21])[CH3:22])[CH:3]=[C:2]([F:1])[CH:7]=2)[CH:35]=[CH:34][N:33]=1. The catalyst class is: 587. (5) Reactant: [Si:1]([O:8][C:9]1[CH:14]=[CH:13][C:12]([NH:15]C(=O)OCC2C=CC=CC=2)=[C:11]([C:26]([N:28]([O:30][CH3:31])[CH3:29])=[O:27])[CH:10]=1)([C:4]([CH3:7])([CH3:6])[CH3:5])([CH3:3])[CH3:2].O1CCCC1. Product: [NH2:15][C:12]1[CH:13]=[CH:14][C:9]([O:8][Si:1]([C:4]([CH3:7])([CH3:6])[CH3:5])([CH3:2])[CH3:3])=[CH:10][C:11]=1[C:26]([N:28]([O:30][CH3:31])[CH3:29])=[O:27]. The catalyst class is: 178. (6) Reactant: Cl[CH2:2][C:3]1[CH:4]=[C:5]([CH:39]=[CH:40][CH:41]=1)[C:6]([NH:8][C:9]1[S:10][C:11]2[CH2:38][CH2:37][CH2:36][CH2:35][C:12]=2[C:13]=1[C:14]([NH:16][C:17]1[CH:22]=[CH:21][C:20]([CH2:23][CH2:24][C:25]2[CH:34]=[CH:33][C:28]([C:29]([O:31][CH3:32])=[O:30])=[CH:27][CH:26]=2)=[CH:19][CH:18]=1)=[O:15])=[O:7].[CH3:42][CH2:43][CH:44]([NH2:47])[CH2:45][CH3:46].C(N(C(C)C)C(C)C)C.CN(C=O)C. Product: [CH3:42][CH2:43][CH:44]([NH:47][CH2:2][C:3]1[CH:4]=[C:5]([CH:39]=[CH:40][CH:41]=1)[C:6]([NH:8][C:9]1[S:10][C:11]2[CH2:38][CH2:37][CH2:36][CH2:35][C:12]=2[C:13]=1[C:14]([NH:16][C:17]1[CH:22]=[CH:21][C:20]([CH2:23][CH2:24][C:25]2[CH:34]=[CH:33][C:28]([C:29]([O:31][CH3:32])=[O:30])=[CH:27][CH:26]=2)=[CH:19][CH:18]=1)=[O:15])=[O:7])[CH2:45][CH3:46]. The catalyst class is: 69. (7) Reactant: [NH2:1][C:2]1[N:7]=[C:6]([S:8][CH2:9][C:10]([NH:12][C:13]2[CH:18]=[C:17]([C:19]([F:22])([F:21])[F:20])[CH:16]=[CH:15][C:14]=2[NH2:23])=O)[C:5]([C:24]#[N:25])=[C:4]([S:26][CH3:27])[N:3]=1. Product: [NH2:1][C:2]1[N:3]=[C:4]([S:26][CH3:27])[C:5]([C:24]#[N:25])=[C:6]([S:8][CH2:9][C:10]2[NH:12][C:13]3[CH:18]=[C:17]([C:19]([F:22])([F:21])[F:20])[CH:16]=[CH:15][C:14]=3[N:23]=2)[N:7]=1. The catalyst class is: 52. (8) Reactant: [H-].[Na+].[Si:3]([O:10][C:11]1[CH:12]=[C:13]2[C:17](=[CH:18][CH:19]=1)[NH:16][N:15]=[CH:14]2)([C:6]([CH3:9])([CH3:8])[CH3:7])([CH3:5])[CH3:4].[CH2:20]1[CH2:24]OC[CH2:21]1. Product: [Si:3]([O:10][C:11]1[CH:12]=[C:13]2[C:17](=[CH:18][CH:19]=1)[N:16]([CH:20]([CH3:24])[CH3:21])[N:15]=[CH:14]2)([C:6]([CH3:9])([CH3:7])[CH3:8])([CH3:5])[CH3:4]. The catalyst class is: 25. (9) Reactant: [ClH:1].[CH3:2][O:3][C:4]1[CH:9]=[CH:8][C:7]([C:10]2[CH2:11][CH2:12][NH:13][CH2:14][CH:15]=2)=[CH:6][CH:5]=1.[H][H]. Product: [ClH:1].[CH3:2][O:3][C:4]1[CH:5]=[CH:6][C:7]([CH:10]2[CH2:15][CH2:14][NH:13][CH2:12][CH2:11]2)=[CH:8][CH:9]=1. The catalyst class is: 19.